Task: Predict the reactants needed to synthesize the given product.. Dataset: Full USPTO retrosynthesis dataset with 1.9M reactions from patents (1976-2016) Given the product [N:1]1[CH:6]=[CH:5][CH:4]=[CH:3][C:2]=1[C:7]1[N:15]2[C:10]([CH:11]=[CH:12][C:13]([C:16]([F:17])([F:18])[F:19])=[CH:14]2)=[CH:9][C:8]=1[CH:20]=[O:21], predict the reactants needed to synthesize it. The reactants are: [N:1]1[CH:6]=[CH:5][CH:4]=[CH:3][C:2]=1[C:7]1[N:15]2[C:10]([CH:11]=[CH:12][C:13]([C:16]([F:19])([F:18])[F:17])=[CH:14]2)=[CH:9][C:8]=1[CH2:20][OH:21].